This data is from NCI-60 drug combinations with 297,098 pairs across 59 cell lines. The task is: Regression. Given two drug SMILES strings and cell line genomic features, predict the synergy score measuring deviation from expected non-interaction effect. (1) Drug 1: C1=CC=C(C=C1)NC(=O)CCCCCCC(=O)NO. Drug 2: CC1C(C(CC(O1)OC2CC(CC3=C2C(=C4C(=C3O)C(=O)C5=CC=CC=C5C4=O)O)(C(=O)C)O)N)O. Cell line: HOP-92. Synergy scores: CSS=66.6, Synergy_ZIP=0.908, Synergy_Bliss=0.0457, Synergy_Loewe=4.53, Synergy_HSA=6.30. (2) Drug 1: CCC(=C(C1=CC=CC=C1)C2=CC=C(C=C2)OCCN(C)C)C3=CC=CC=C3.C(C(=O)O)C(CC(=O)O)(C(=O)O)O. Drug 2: C1=CC=C(C(=C1)C(C2=CC=C(C=C2)Cl)C(Cl)Cl)Cl. Cell line: CCRF-CEM. Synergy scores: CSS=5.65, Synergy_ZIP=-3.22, Synergy_Bliss=2.11, Synergy_Loewe=-3.83, Synergy_HSA=-0.512. (3) Drug 1: CC1C(C(CC(O1)OC2CC(CC3=C2C(=C4C(=C3O)C(=O)C5=C(C4=O)C(=CC=C5)OC)O)(C(=O)CO)O)N)O.Cl. Drug 2: COC1=C2C(=CC3=C1OC=C3)C=CC(=O)O2. Cell line: SK-MEL-28. Synergy scores: CSS=-3.36, Synergy_ZIP=1.86, Synergy_Bliss=0.292, Synergy_Loewe=-1.60, Synergy_HSA=-3.50. (4) Drug 1: C1CN(CCN1C(=O)CCBr)C(=O)CCBr. Drug 2: CC(C)NC(=O)C1=CC=C(C=C1)CNNC.Cl. Cell line: UACC-257. Synergy scores: CSS=14.5, Synergy_ZIP=-2.18, Synergy_Bliss=-0.548, Synergy_Loewe=-1.70, Synergy_HSA=0.118. (5) Drug 1: C1CCC(CC1)NC(=O)N(CCCl)N=O. Drug 2: CC1CCC2CC(C(=CC=CC=CC(CC(C(=O)C(C(C(=CC(C(=O)CC(OC(=O)C3CCCCN3C(=O)C(=O)C1(O2)O)C(C)CC4CCC(C(C4)OC)O)C)C)O)OC)C)C)C)OC. Cell line: K-562. Synergy scores: CSS=38.7, Synergy_ZIP=-12.1, Synergy_Bliss=-6.32, Synergy_Loewe=-4.31, Synergy_HSA=-2.15. (6) Drug 1: CS(=O)(=O)CCNCC1=CC=C(O1)C2=CC3=C(C=C2)N=CN=C3NC4=CC(=C(C=C4)OCC5=CC(=CC=C5)F)Cl. Drug 2: CC(C)NC(=O)C1=CC=C(C=C1)CNNC.Cl. Cell line: LOX IMVI. Synergy scores: CSS=3.20, Synergy_ZIP=-1.81, Synergy_Bliss=-3.22, Synergy_Loewe=2.21, Synergy_HSA=-0.856. (7) Cell line: T-47D. Drug 1: CCC1(CC2CC(C3=C(CCN(C2)C1)C4=CC=CC=C4N3)(C5=C(C=C6C(=C5)C78CCN9C7C(C=CC9)(C(C(C8N6C)(C(=O)OC)O)OC(=O)C)CC)OC)C(=O)OC)O. Synergy scores: CSS=50.7, Synergy_ZIP=5.10, Synergy_Bliss=2.95, Synergy_Loewe=-4.17, Synergy_HSA=7.27. Drug 2: CNC(=O)C1=NC=CC(=C1)OC2=CC=C(C=C2)NC(=O)NC3=CC(=C(C=C3)Cl)C(F)(F)F. (8) Drug 1: C1CN(P(=O)(OC1)NCCCl)CCCl. Drug 2: CCC1(C2=C(COC1=O)C(=O)N3CC4=CC5=C(C=CC(=C5CN(C)C)O)N=C4C3=C2)O.Cl. Cell line: MDA-MB-231. Synergy scores: CSS=8.14, Synergy_ZIP=-3.10, Synergy_Bliss=-1.16, Synergy_Loewe=-13.2, Synergy_HSA=-3.90. (9) Drug 1: CNC(=O)C1=CC=CC=C1SC2=CC3=C(C=C2)C(=NN3)C=CC4=CC=CC=N4. Drug 2: CC12CCC3C(C1CCC2=O)CC(=C)C4=CC(=O)C=CC34C. Cell line: MOLT-4. Synergy scores: CSS=59.1, Synergy_ZIP=4.87, Synergy_Bliss=6.38, Synergy_Loewe=1.85, Synergy_HSA=6.83.